From a dataset of Peptide-MHC class I binding affinity with 185,985 pairs from IEDB/IMGT. Regression. Given a peptide amino acid sequence and an MHC pseudo amino acid sequence, predict their binding affinity value. This is MHC class I binding data. (1) The binding affinity (normalized) is 0.181. The peptide sequence is RRAIRGEQL. The MHC is Mamu-A07 with pseudo-sequence Mamu-A07. (2) The peptide sequence is AERLINMITT. The MHC is Mamu-A11 with pseudo-sequence Mamu-A11. The binding affinity (normalized) is 0.741.